Dataset: Full USPTO retrosynthesis dataset with 1.9M reactions from patents (1976-2016). Task: Predict the reactants needed to synthesize the given product. The reactants are: [CH:1]1([N:7]([C:32]2[S:33][CH:34]=[CH:35][N:36]=2)[C:8](=[O:31])[CH2:9][C:10]2[C:18]3[C:13](=[CH:14][CH:15]=[C:16]([O:19]C)[CH:17]=3)[N:12]([C:21](=[O:29])[C:22]3[CH:27]=[CH:26][C:25](Cl)=[CH:24][CH:23]=3)[C:11]=2[CH3:30])[CH2:6][CH2:5][CH2:4][CH2:3][CH2:2]1.B(Br)(Br)Br.[Cl:41]CCl. Given the product [CH:1]1([N:7]([C:32]2[S:33][CH:34]=[CH:35][N:36]=2)[C:8](=[O:31])[CH2:9][C:10]2[C:18]3[C:13](=[CH:14][CH:15]=[C:16]([OH:19])[CH:17]=3)[N:12]([C:21](=[O:29])[C:22]3[CH:27]=[CH:26][CH:25]=[CH:24][C:23]=3[Cl:41])[C:11]=2[CH3:30])[CH2:2][CH2:3][CH2:4][CH2:5][CH2:6]1, predict the reactants needed to synthesize it.